From a dataset of Full USPTO retrosynthesis dataset with 1.9M reactions from patents (1976-2016). Predict the reactants needed to synthesize the given product. (1) Given the product [O:16]=[C:15]1[C:14]2[NH:2][C:4]3[C:11](=[CH:10][C:7]([C:8]#[N:9])=[CH:6][CH:5]=3)[C:13]=2[CH2:12][CH2:19][CH2:17]1, predict the reactants needed to synthesize it. The reactants are: Cl.[NH:2]([C:4]1[CH:11]=[CH:10][C:7]([C:8]#[N:9])=[CH:6][CH:5]=1)N.[CH2:12]1[CH2:19][C:17](=O)[C:15](=[O:16])[CH2:14][CH2:13]1. (2) Given the product [CH2:32]([O:35][C:36]1[CH:37]=[C:38]2[C:43]([CH:42]=[CH:41][C:40]([CH2:46][O:1][CH:2]3[CH:7]([C:8]4[CH:9]=[CH:10][C:11]([O:14][CH2:15][CH2:16][CH2:17][O:18][CH2:19][C:20]5[CH:24]=[CH:23][S:22][CH:21]=5)=[CH:12][CH:13]=4)[CH2:6][CH2:5][N:4]([C:25]([O:27][C:28]([CH3:31])([CH3:30])[CH3:29])=[O:26])[CH2:3]3)=[CH:39]2)=[CH:44][CH:45]=1)[CH:33]=[CH2:34], predict the reactants needed to synthesize it. The reactants are: [OH:1][CH:2]1[CH:7]([C:8]2[CH:13]=[CH:12][C:11]([O:14][CH2:15][CH2:16][CH2:17][O:18][CH2:19][C:20]3[CH:24]=[CH:23][S:22][CH:21]=3)=[CH:10][CH:9]=2)[CH2:6][CH2:5][N:4]([C:25]([O:27][C:28]([CH3:31])([CH3:30])[CH3:29])=[O:26])[CH2:3]1.[CH2:32]([O:35][C:36]1[CH:45]=[CH:44][C:43]2[C:38](=[CH:39][C:40]([CH2:46]Cl)=[CH:41][CH:42]=2)[CH:37]=1)[CH:33]=[CH2:34]. (3) Given the product [CH3:16][C:13]1([CH3:17])[C:12]2[CH:18]=[C:8]([C:5]3([C:3]([OH:4])=[O:2])[CH2:6][CH2:7]3)[CH:9]=[CH:10][C:11]=2[O:15][CH2:14]1, predict the reactants needed to synthesize it. The reactants are: C[O:2][C:3]([C:5]1([C:8]2[CH:9]=[CH:10][C:11]3[O:15][CH2:14][C:13]([CH3:17])([CH3:16])[C:12]=3[CH:18]=2)[CH2:7][CH2:6]1)=[O:4].[Li+].[OH-].Cl. (4) Given the product [F:24][C:25]1[CH:30]=[C:29]([C:31]([F:32])([F:33])[F:34])[CH:28]=[CH:27][C:26]=1[C:6]1[CH:5]=[CH:4][C:3]([C:17]2[N:18]=[CH:19][C:20]([NH2:23])=[N:21][CH:22]=2)=[C:2]([F:1])[CH:7]=1, predict the reactants needed to synthesize it. The reactants are: [F:1][C:2]1[CH:7]=[C:6](B2OC(C)(C)C(C)(C)O2)[CH:5]=[CH:4][C:3]=1[C:17]1[N:18]=[CH:19][C:20]([NH2:23])=[N:21][CH:22]=1.[F:24][C:25]1[CH:30]=[C:29]([C:31]([F:34])([F:33])[F:32])[CH:28]=[CH:27][C:26]=1Br. (5) Given the product [C:27]([C@H:16]([NH:15][C:2]1[C:11]([C:12]([OH:14])=[O:13])=[CH:10][C:9]2[C:4](=[CH:5][CH:6]=[CH:7][CH:8]=2)[N:3]=1)[CH2:17][C:18]1[C:26]2[C:21](=[CH:22][CH:23]=[CH:24][CH:25]=2)[NH:20][CH:19]=1)([OH:29])=[O:28], predict the reactants needed to synthesize it. The reactants are: Cl[C:2]1[C:11]([C:12]([OH:14])=[O:13])=[CH:10][C:9]2[C:4](=[CH:5][CH:6]=[CH:7][CH:8]=2)[N:3]=1.[NH2:15][C@@H:16]([C:27]([OH:29])=[O:28])[CH2:17][C:18]1[C:26]2[C:21](=[CH:22][CH:23]=[CH:24][CH:25]=2)[NH:20][CH:19]=1.